From a dataset of Retrosynthesis with 50K atom-mapped reactions and 10 reaction types from USPTO. Predict the reactants needed to synthesize the given product. (1) Given the product CCOC(=O)c1cc2cc(OC)cc(NS(=O)(=O)c3cccs3)c2[nH]1, predict the reactants needed to synthesize it. The reactants are: CCOC(=O)c1cc2cc(OC)cc(N)c2[nH]1.O=S(=O)(Cl)c1cccs1. (2) Given the product COc1cc(F)ccc1-c1cnc2nc(C(C)(C)O)cnn12, predict the reactants needed to synthesize it. The reactants are: CC(C)(O)c1cnn2c(Br)cnc2n1.COc1cc(F)ccc1B1OC(C)(C)C(C)(C)O1. (3) Given the product CC(C)(C)OC(=O)N1CCC(Oc2ccncc2)CC1, predict the reactants needed to synthesize it. The reactants are: CC(C)(C)OC(=O)N1CCC(Oc2ccccn2)CC1. (4) The reactants are: CC(C)c1ccc(NCc2ccc(N(C)C)cc2)cc1.CC(C)c1ccc2c(c1)C(C(=O)O)CCC2. Given the product CC(C)c1ccc(N(Cc2ccc(N(C)C)cc2)C(=O)C2CCCc3ccc(C(C)C)cc32)cc1, predict the reactants needed to synthesize it. (5) Given the product O=C(O)C(=O)O, predict the reactants needed to synthesize it. The reactants are: CNC.O=C1c2cccnc2OC(CCl)CN1C1CCCCC1. (6) Given the product Cc1ccc(S(=O)(=O)n2cc(C)c3c(Nc4ccc5cn[nH]c5c4)nc(Cl)nc32)cc1, predict the reactants needed to synthesize it. The reactants are: Cc1ccc(S(=O)(=O)n2cc(C)c3c(Cl)nc(Cl)nc32)cc1.Nc1ccc2cn[nH]c2c1. (7) Given the product CCC[C@H]1CC[C@H]([C@H]2CC[C@H](/C=C/F)CC2)CC1, predict the reactants needed to synthesize it. The reactants are: CCC[C@H]1CC[C@H]([C@H]2CC[C@H](C=C(F)F)CC2)CC1. (8) Given the product CCOC(=O)c1nn(NC(=O)Cc2ccc(Cl)cc2)c(=O)c2ccccc12, predict the reactants needed to synthesize it. The reactants are: CCOC(=O)c1nn(N)c(=O)c2ccccc12.O=C(Cl)Cc1ccc(Cl)cc1. (9) Given the product O=C1S/C(=C\c2ccc3c(cnn3Cc3ccc(Cl)cc3C(F)(F)F)c2)C(=O)N1C[C@H]1CN2CCC[C@H]2CO1, predict the reactants needed to synthesize it. The reactants are: O=C1NC(=O)/C(=C/c2ccc3c(cnn3Cc3ccc(Cl)cc3C(F)(F)F)c2)S1.OC[C@H]1CN2CCC[C@H]2CO1. (10) Given the product Clc1ccc(-c2nsc3cc(OCCCCBr)ccc23)cc1, predict the reactants needed to synthesize it. The reactants are: BrCCCCBr.Oc1ccc2c(-c3ccc(Cl)cc3)nsc2c1.